This data is from Forward reaction prediction with 1.9M reactions from USPTO patents (1976-2016). The task is: Predict the product of the given reaction. (1) The product is: [O:4]1[C:8]2[CH:9]=[CH:10][CH:11]=[C:12]([N:13]3[CH2:18][CH2:17][N:16]([CH2:19][CH2:20][C@H:21]4[CH2:26][CH2:25][C@H:24]([NH:27][C:35]([CH:32]5[CH2:33][CH2:34][N:29]([CH3:28])[CH2:30][CH2:31]5)=[O:36])[CH2:23][CH2:22]4)[CH2:15][CH2:14]3)[C:7]=2[O:6][CH2:5]1. Given the reactants Cl.Cl.Cl.[O:4]1[C:8]2[CH:9]=[CH:10][CH:11]=[C:12]([N:13]3[CH2:18][CH2:17][N:16]([CH2:19][CH2:20][C@H:21]4[CH2:26][CH2:25][C@H:24]([NH2:27])[CH2:23][CH2:22]4)[CH2:15][CH2:14]3)[C:7]=2[O:6][CH2:5]1.[CH3:28][N:29]1[CH2:34][CH2:33][CH:32]([C:35](O)=[O:36])[CH2:31][CH2:30]1, predict the reaction product. (2) The product is: [CH3:1][O:2][C:3]1[CH:4]=[C:5]([C@@H:9]2[O:13][C:12](=[O:14])[NH:11][C@H:10]2[C:15]2[CH:20]=[CH:19][CH:18]=[C:17]([C:21]#[C:22][C:23]3[CH:28]=[CH:27][CH:26]=[CH:25][CH:24]=3)[CH:16]=2)[CH:6]=[CH:7][CH:8]=1. Given the reactants [CH3:1][O:2][C:3]1[CH:4]=[C:5]([C@H:9]2[O:13][C:12](=[O:14])[NH:11][C@@H:10]2[C:15]2[CH:20]=[CH:19][CH:18]=[C:17]([C:21]#[C:22][C:23]3[CH:28]=[CH:27][CH:26]=[CH:25][CH:24]=3)[CH:16]=2)[CH:6]=[CH:7][CH:8]=1.BrC1C=C([C@H]2[C@H](C3C=CC=C(OC)C=3)OC(=O)N2)C=CC=1.C1(C#C)C=CC=CC=1, predict the reaction product. (3) Given the reactants [Cl:1][C:2]1[N:10]=[C:9]2[C:5]([N:6]=[CH:7][N:8]2[CH3:11])=[C:4](Cl)[N:3]=1.[CH3:13][C:14]1[S:18][C:17]([CH2:19][NH2:20])=[CH:16][CH:15]=1.Cl.C(N(CC)CC)C, predict the reaction product. The product is: [Cl:1][C:2]1[N:10]=[C:9]2[C:5]([N:6]=[CH:7][N:8]2[CH3:11])=[C:4]([NH:20][CH2:19][C:17]2[S:18][C:14]([CH3:13])=[CH:15][CH:16]=2)[N:3]=1.